The task is: Predict the reaction yield, written as a fraction of the theoretical maximum amount of product (1.0 means a 100% yield; for example, 0.34 means a 34% yield).. This data is from Reaction yield outcomes from USPTO patents with 853,638 reactions. (1) The reactants are [Br:1][C:2]1[CH:7]=[C:6]([N+:8]([O-:10])=[O:9])[CH:5]=[CH:4][C:3]=1[C:11]([CH3:22])([C:17](OCC)=[O:18])[C:12](OCC)=[O:13].[H-].[Al+3].[Li+].[H-].[H-].[H-]. The catalyst is O1CCCC1. The product is [Br:1][C:2]1[CH:7]=[C:6]([N+:8]([O-:10])=[O:9])[CH:5]=[CH:4][C:3]=1[C:11]([CH3:22])([CH2:17][OH:18])[CH2:12][OH:13]. The yield is 0.240. (2) The reactants are [Cl:1][C:2]1[CH:7]=[CH:6][C:5]([CH2:8][C:9]([NH:11][NH:12][C:13](=[S:15])[NH2:14])=O)=[CH:4][CH:3]=1.P(Br)(Br)Br.N. No catalyst specified. The product is [Cl:1][C:2]1[CH:7]=[CH:6][C:5]([CH2:8][C:9]2[S:15][C:13]([NH2:14])=[N:12][N:11]=2)=[CH:4][CH:3]=1. The yield is 0.790. (3) The product is [OH:4][C:5]1[CH:10]=[CH:9][C:8]([CH:11]=[O:12])=[C:7]([N+:13]([O-:15])=[O:14])[C:6]=1[O:16][CH3:17]. The reactants are C([O:4][C:5]1[CH:10]=[CH:9][C:8]([CH:11]=[O:12])=[C:7]([N+:13]([O-:15])=[O:14])[C:6]=1[O:16][CH3:17])(=O)C.C(=O)([O-])[O-].[K+].[K+].Cl. The yield is 0.880. The catalyst is CO.O. (4) The reactants are [Br:1][CH:2]([CH:6]([CH3:8])[CH3:7])[C:3](O)=[O:4].Cl.[Cl:10][C:11]1[CH:16]=[CH:15][C:14]([CH:17]2[CH2:22][CH2:21][NH:20][CH2:19][CH2:18]2)=[CH:13][CH:12]=1.C1C=CC2N(O)N=NC=2C=1.CCN=C=NCCCN(C)C.CCN(C(C)C)C(C)C. The catalyst is CN(C=O)C.CCOCC. The product is [Br:1][CH:2]([CH:6]([CH3:8])[CH3:7])[C:3]([N:20]1[CH2:21][CH2:22][CH:17]([C:14]2[CH:13]=[CH:12][C:11]([Cl:10])=[CH:16][CH:15]=2)[CH2:18][CH2:19]1)=[O:4]. The yield is 0.850. (5) The reactants are Cl.[Cl:2][C:3]1[CH:4]=[C:5]([C:8]2[O:12][N:11]=[C:10]([C@H:13]3[CH2:18][CH2:17][CH2:16][NH:15][CH2:14]3)[N:9]=2)[NH:6][CH:7]=1.[CH3:19][C:20]1[O:24][N:23]=[CH:22][C:21]=1[C:25](O)=[O:26]. No catalyst specified. The product is [Cl:2][C:3]1[CH:4]=[C:5]([C:8]2[O:12][N:11]=[C:10]([C@H:13]3[CH2:18][CH2:17][CH2:16][N:15]([C:25]([C:21]4[CH:22]=[N:23][O:24][C:20]=4[CH3:19])=[O:26])[CH2:14]3)[N:9]=2)[NH:6][CH:7]=1. The yield is 0.910. (6) The reactants are [CH3:1][C:2]1[NH:3][CH:4]=[C:5]([N+:7]([O-:9])=[O:8])[N:6]=1.[C:10]([O-])([O-])=O.[K+].[K+].CI.O. The catalyst is CN(C=O)C. The product is [CH3:10][N:3]1[CH:4]=[C:5]([N+:7]([O-:9])=[O:8])[N:6]=[C:2]1[CH3:1]. The yield is 0.450. (7) The reactants are [Cl:1][C:2]1[CH:7]=[CH:6][C:5]([C:8]2[N:13]=[CH:12][C:11]([C:14]([O:16]C)=[O:15])=[CH:10][N:9]=2)=[CH:4][CH:3]=1.[Li+].[OH-]. No catalyst specified. The product is [Cl:1][C:2]1[CH:3]=[CH:4][C:5]([C:8]2[N:9]=[CH:10][C:11]([C:14]([OH:16])=[O:15])=[CH:12][N:13]=2)=[CH:6][CH:7]=1. The yield is 0.530. (8) The reactants are Cl[C:2]1[CH:7]=[C:6]([F:8])[CH:5]=[CH:4][N:3]=1.[OH:9][CH2:10][C:11]1[CH:18]=[CH:17][C:14]([C:15]#[N:16])=[CH:13][CH:12]=1.[H-].[Na+]. The catalyst is CN(C)C=O. The product is [F:8][C:6]1[CH:5]=[CH:4][N:3]=[C:2]([O:9][CH2:10][C:11]2[CH:18]=[CH:17][C:14]([C:15]#[N:16])=[CH:13][CH:12]=2)[CH:7]=1. The yield is 0.820. (9) The reactants are [Cl:1][C:2]1[C:3]([O:12][C:13]2[CH:18]=[C:17]([O:19][CH2:20][CH2:21][O:22][CH3:23])[CH:16]=[CH:15][C:14]=2[CH2:24][CH2:25][CH2:26][C:27](O)=[O:28])=[N:4][CH:5]=[C:6]([C:8]([F:11])([F:10])[F:9])[CH:7]=1.[CH2:30]([S:35]([NH2:38])(=[O:37])=[O:36])[CH2:31][CH2:32][CH2:33][CH3:34].N12CCCN=C1CCCCC2. The catalyst is O1CCCC1. The product is [Cl:1][C:2]1[C:3]([O:12][C:13]2[CH:18]=[C:17]([O:19][CH2:20][CH2:21][O:22][CH3:23])[CH:16]=[CH:15][C:14]=2[CH2:24][CH2:25][CH2:26][C:27]([NH:38][S:35]([CH2:30][CH2:31][CH2:32][CH2:33][CH3:34])(=[O:37])=[O:36])=[O:28])=[N:4][CH:5]=[C:6]([C:8]([F:9])([F:11])[F:10])[CH:7]=1. The yield is 0.210.